Dataset: NCI-60 drug combinations with 297,098 pairs across 59 cell lines. Task: Regression. Given two drug SMILES strings and cell line genomic features, predict the synergy score measuring deviation from expected non-interaction effect. Drug 1: C1=CC(=CC=C1CCC2=CNC3=C2C(=O)NC(=N3)N)C(=O)NC(CCC(=O)O)C(=O)O. Drug 2: C1CNP(=O)(OC1)N(CCCl)CCCl. Cell line: BT-549. Synergy scores: CSS=3.97, Synergy_ZIP=-5.56, Synergy_Bliss=-7.47, Synergy_Loewe=-17.9, Synergy_HSA=-7.43.